This data is from Full USPTO retrosynthesis dataset with 1.9M reactions from patents (1976-2016). The task is: Predict the reactants needed to synthesize the given product. (1) Given the product [N+:1]([O-:4])([O:3][C@@H:13]1[CH2:12][O:16][C@@H:15]2[C@H:17]([OH:20])[CH2:18][O:19][C@H:14]12)=[O:2], predict the reactants needed to synthesize it. The reactants are: [N+:1]([O-:4])([OH:3])=[O:2].C(OC(=O)C)(=O)C.[CH2:12]1[O:16][C@@H:15]2[C@H:17]([OH:20])[CH2:18][O:19][C@@H:14]2[C@@H:13]1O. (2) The reactants are: S(O[C@@H:6]1[C@@H:10]([CH2:11][O:12]S(C)(=O)=O)[O:9][C@@H:8]([N:17]2[CH:25]=[C:23]([CH3:24])[C:21](=[O:22])[NH:20][C:18]2=[O:19])[CH2:7]1)(C)(=O)=O.[OH-].[Na+].O.CC(C)([O-])C.[K+]. Given the product [CH3:24][C:23]1[C:21](=[O:22])[NH:20][C:18](=[O:19])[N:17]([C@@H:8]2[O:9][C@H:10]([CH2:11][OH:12])[CH:6]=[CH:7]2)[CH:25]=1, predict the reactants needed to synthesize it. (3) The reactants are: C[O:2][C:3]([C@@H:5]1[CH2:13][C:12]2[C:7](=[CH:8][CH:9]=[CH:10][CH:11]=2)[N:6]1[C:14](=[O:27])[CH2:15][O:16][C:17]1[C:26]2[C:21](=[CH:22][CH:23]=[CH:24][CH:25]=2)[CH:20]=[CH:19][CH:18]=1)=[O:4].[Li+].[OH-]. Given the product [C:17]1([O:16][CH2:15][C:14]([N:6]2[C:7]3[C:12](=[CH:11][CH:10]=[CH:9][CH:8]=3)[CH2:13][C@H:5]2[C:3]([OH:4])=[O:2])=[O:27])[C:26]2[C:21](=[CH:22][CH:23]=[CH:24][CH:25]=2)[CH:20]=[CH:19][CH:18]=1, predict the reactants needed to synthesize it. (4) Given the product [Cl:1][C:2]1[C:7]2[S:8][C:9]([C:11]([OH:13])=[O:12])=[CH:10][C:6]=2[CH:5]=[CH:4][CH:3]=1, predict the reactants needed to synthesize it. The reactants are: [Cl:1][C:2]1[C:7]2[S:8][C:9]([C:11]([O:13]C)=[O:12])=[CH:10][C:6]=2[CH:5]=[CH:4][CH:3]=1.[OH-].[Na+]. (5) Given the product [Cl:1][CH2:2][CH2:3][C:4]([NH:7][C:8]1[CH:13]=[CH:12][CH:11]=[C:10]([OH:14])[CH:9]=1)=[O:5], predict the reactants needed to synthesize it. The reactants are: [Cl:1][CH2:2][CH2:3][C:4](Cl)=[O:5].[NH2:7][C:8]1[CH:9]=[C:10]([OH:14])[CH:11]=[CH:12][CH:13]=1.C(=O)(O)[O-].[Na+].Cl.